From a dataset of Full USPTO retrosynthesis dataset with 1.9M reactions from patents (1976-2016). Predict the reactants needed to synthesize the given product. (1) Given the product [C:1]([O:5][C:6]([N:8]1[CH2:12][CH2:11][CH2:10][C:9]1([CH2:34][C:35]1[CH:36]=[CH:37][CH:38]=[CH:39][CH:40]=1)[C:13]([C:15]1[CH:16]=[C:17]2[C:21](=[CH:22][CH:23]=1)[NH:20][CH:19]=[CH:18]2)=[O:14])=[O:7])([CH3:4])([CH3:2])[CH3:3], predict the reactants needed to synthesize it. The reactants are: [C:1]([O:5][C:6]([N:8]1[CH2:12][CH2:11][CH2:10][C:9]1([CH2:34][C:35]1[CH:40]=[CH:39][CH:38]=[CH:37][CH:36]=1)[C:13]([C:15]1[CH:16]=[C:17]2[C:21](=[CH:22][CH:23]=1)[N:20]([Si](C(C)C)(C(C)C)C(C)C)[CH:19]=[CH:18]2)=[O:14])=[O:7])([CH3:4])([CH3:3])[CH3:2].C[N+](C)(C)C.[F-]. (2) Given the product [Br:28][CH2:1][C:2]1[S:11][C:5]2[N:6]=[CH:7][N:8]=[C:9]([NH2:10])[C:4]=2[C:3]=1[C:12]1[CH:13]=[CH:14][C:15]([N+:18]([O-:20])=[O:19])=[CH:16][CH:17]=1, predict the reactants needed to synthesize it. The reactants are: [CH3:1][C:2]1[S:11][C:5]2[N:6]=[CH:7][N:8]=[C:9]([NH2:10])[C:4]=2[C:3]=1[C:12]1[CH:17]=[CH:16][C:15]([N+:18]([O-:20])=[O:19])=[CH:14][CH:13]=1.C1C(=O)N([Br:28])C(=O)C1.CC(N=NC(C#N)(C)C)(C#N)C. (3) Given the product [N:1]1([CH2:6][CH2:7][O:8][C:9]2[CH:10]=[C:11]3[C:16](=[CH:17][CH:18]=2)[C:15](=[O:19])/[C:14](=[CH:20]/[CH:21]=[CH:22]/[C:23]2[CH:28]=[CH:27][CH:26]=[CH:25][CH:24]=2)/[CH2:13][CH2:12]3)[CH:5]=[CH:4][N:3]=[CH:2]1, predict the reactants needed to synthesize it. The reactants are: [N:1]1([CH2:6][CH2:7][O:8][C:9]2[CH:10]=[C:11]3[C:16](=[CH:17][CH:18]=2)[C:15](=[O:19])[CH2:14][CH2:13][CH2:12]3)[CH:5]=[CH:4][N:3]=[CH:2]1.[CH:20](=O)[CH:21]=[CH:22][C:23]1[CH:28]=[CH:27][CH:26]=[CH:25][CH:24]=1. (4) The reactants are: Cl[CH2:2][C:3]1[O:4][C:5](=[O:9])[O:6][C:7]=1[CH3:8].[Cl:10][C:11]1[CH:12]=[CH:13][C:14]([F:40])=[C:15]([C:17]2[CH:22]=[CH:21][C:20]([CH2:23][C@@H:24]([NH:31][C:32]([C:34]3[N:35]=[N:36][N:37]([OH:39])[CH:38]=3)=[O:33])[CH2:25][C@@H:26]([OH:30])[C:27]([OH:29])=[O:28])=[CH:19][CH:18]=2)[CH:16]=1.CC(C)=O.CCN(CC)CC. Given the product [Cl:10][C:11]1[CH:12]=[CH:13][C:14]([F:40])=[C:15]([C:17]2[CH:22]=[CH:21][C:20]([CH2:23][C@@H:24]([NH:31][C:32]([C:34]3[N:35]=[N:36][N:37]([O:39][CH2:2][C:3]4[O:4][C:5](=[O:9])[O:6][C:7]=4[CH3:8])[CH:38]=3)=[O:33])[CH2:25][C@@H:26]([OH:30])[C:27]([OH:29])=[O:28])=[CH:19][CH:18]=2)[CH:16]=1, predict the reactants needed to synthesize it. (5) The reactants are: [CH3:1][N:2]([CH3:25])[CH2:3][CH2:4][N:5]([CH3:24])[C:6]([C:8]1[N:9]([CH3:23])[C:10]([C:13]2[S:21][C:20]3[C:15](=[N:16][CH:17]=[CH:18][C:19]=3Cl)[CH:14]=2)=[CH:11][N:12]=1)=[O:7].[CH3:26][C:27]1[NH:28][C:29]2[C:34]([CH:35]=1)=[CH:33][C:32]([NH2:36])=[CH:31][CH:30]=2. Given the product [CH3:1][N:2]([CH3:25])[CH2:3][CH2:4][N:5]([CH3:24])[C:6]([C:8]1[N:9]([CH3:23])[C:10]([C:13]2[S:21][C:20]3[C:15](=[N:16][CH:17]=[CH:18][C:19]=3[NH:36][C:32]3[CH:33]=[C:34]4[C:29](=[CH:30][CH:31]=3)[NH:28][C:27]([CH3:26])=[CH:35]4)[CH:14]=2)=[CH:11][N:12]=1)=[O:7], predict the reactants needed to synthesize it.